This data is from Full USPTO retrosynthesis dataset with 1.9M reactions from patents (1976-2016). The task is: Predict the reactants needed to synthesize the given product. (1) Given the product [Br-:24].[F:35][C:31]1[CH:30]=[C:29]([NH:28][C:26]([CH2:25][N+:1]23[CH2:6][CH2:5][CH:4]([CH2:7][CH2:8]2)[C@@H:3]([O:9][C:10]([C:12]2([C:19]4[S:20][CH:21]=[CH:22][CH:23]=4)[CH2:18][CH2:17][CH2:16][CH2:15][CH2:14][CH2:13]2)=[O:11])[CH2:2]3)=[O:27])[CH:34]=[CH:33][CH:32]=1, predict the reactants needed to synthesize it. The reactants are: [N:1]12[CH2:8][CH2:7][CH:4]([CH2:5][CH2:6]1)[C@@H:3]([O:9][C:10]([C:12]1([C:19]3[S:20][CH:21]=[CH:22][CH:23]=3)[CH2:18][CH2:17][CH2:16][CH2:15][CH2:14][CH2:13]1)=[O:11])[CH2:2]2.[Br:24][CH2:25][C:26]([NH:28][C:29]1[CH:34]=[CH:33][CH:32]=[C:31]([F:35])[CH:30]=1)=[O:27].C(OCC)C.CCCC(C)C. (2) Given the product [C:1]([O:5][C:6]([N:8]1[CH2:9][CH:10]([N:12]2[C:13]3[N:14]=[C:15]([Cl:26])[N:16]=[C:17]([N:20]4[CH2:21][CH2:22][O:23][CH2:24][CH2:25]4)[C:18]=3[N:19]=[N:27]2)[CH2:11]1)=[O:7])([CH3:4])([CH3:2])[CH3:3], predict the reactants needed to synthesize it. The reactants are: [C:1]([O:5][C:6]([N:8]1[CH2:11][CH:10]([NH:12][C:13]2[C:18]([NH2:19])=[C:17]([N:20]3[CH2:25][CH2:24][O:23][CH2:22][CH2:21]3)[N:16]=[C:15]([Cl:26])[N:14]=2)[CH2:9]1)=[O:7])([CH3:4])([CH3:3])[CH3:2].[N:27]([O-])=O.[Na+]. (3) Given the product [F:24][CH:25]([F:34])[O:26][C:27]1[CH:28]=[CH:29][C:30]([NH:31][C:21]([N:18]2[CH2:19][CH2:20][CH:15]([C:6]3[C:5]4[C:10](=[CH:11][C:12]([O:13][CH3:14])=[C:3]([O:2][CH3:1])[CH:4]=4)[N:9]=[CH:8][N:7]=3)[CH2:16][CH2:17]2)=[O:22])=[CH:32][CH:33]=1, predict the reactants needed to synthesize it. The reactants are: [CH3:1][O:2][C:3]1[CH:4]=[C:5]2[C:10](=[CH:11][C:12]=1[O:13][CH3:14])[N:9]=[CH:8][N:7]=[C:6]2[CH:15]1[CH2:20][CH2:19][N:18]([C:21](Cl)=[O:22])[CH2:17][CH2:16]1.[F:24][CH:25]([F:34])[O:26][C:27]1[CH:33]=[CH:32][C:30]([NH2:31])=[CH:29][CH:28]=1.CCN(C(C)C)C(C)C. (4) Given the product [ClH:32].[F:1][C:2]1[CH:27]=[C:26]([S:28]([CH3:31])(=[O:30])=[O:29])[CH:25]=[CH:24][C:3]=1[O:4][C@H:5]1[CH2:9][CH2:8][N:7]([CH:10]2[CH2:11][CH2:12][NH:13][CH2:14][CH2:15]2)[C:6]1=[O:23], predict the reactants needed to synthesize it. The reactants are: [F:1][C:2]1[CH:27]=[C:26]([S:28]([CH3:31])(=[O:30])=[O:29])[CH:25]=[CH:24][C:3]=1[O:4][C@H:5]1[CH2:9][CH2:8][N:7]([CH:10]2[CH2:15][CH2:14][N:13](C(OC(C)(C)C)=O)[CH2:12][CH2:11]2)[C:6]1=[O:23].[ClH:32]. (5) Given the product [NH2:30][C:29]1[S:28][C:27]([C:44]2[CH:45]=[C:40]([F:39])[CH:41]=[CH:42][C:43]=2[C:49]([F:50])([F:51])[F:52])=[N:26][C:25]=1[C:23]([NH:22][C:17]1[CH:18]=[N:19][N:20]([CH3:21])[C:16]=1[N:13]1[CH2:14][CH2:15][CH:10]([CH2:9][NH2:8])[CH2:11][CH2:12]1)=[O:24], predict the reactants needed to synthesize it. The reactants are: C(OC([NH:8][CH2:9][CH:10]1[CH2:15][CH2:14][N:13]([C:16]2[N:20]([CH3:21])[N:19]=[CH:18][C:17]=2[NH:22][C:23]([C:25]2[N:26]=[C:27](Br)[S:28][C:29]=2[NH:30]C(=O)OC(C)(C)C)=[O:24])[CH2:12][CH2:11]1)=O)CCC.[F:39][C:40]1[CH:41]=[CH:42][C:43]([C:49]([F:52])([F:51])[F:50])=[C:44](B(O)O)[CH:45]=1.